This data is from Reaction yield outcomes from USPTO patents with 853,638 reactions. The task is: Predict the reaction yield, written as a fraction of the theoretical maximum amount of product (1.0 means a 100% yield; for example, 0.34 means a 34% yield). The reactants are O1CCOCC1.C(OC([N:14]1[CH2:19][CH2:18][CH2:17][CH2:16][CH:15]1[C:20]1([OH:46])[CH2:23][N:22]([C:24]([C:26]2[C:27]([NH:37][C:38]3[CH:43]=[CH:42][C:41]([I:44])=[CH:40][C:39]=3[F:45])=[C:28]([F:36])[C:29](=[O:35])[N:30]3[C:34]=2[CH2:33][CH2:32][CH2:31]3)=[O:25])[CH2:21]1)=O)(C)(C)C.[ClH:47]. The catalyst is CO. The product is [ClH:47].[F:36][C:28]1[C:29](=[O:35])[N:30]2[C:34](=[C:26]([C:24]([N:22]3[CH2:21][C:20]([OH:46])([CH:15]4[CH2:16][CH2:17][CH2:18][CH2:19][NH:14]4)[CH2:23]3)=[O:25])[C:27]=1[NH:37][C:38]1[CH:43]=[CH:42][C:41]([I:44])=[CH:40][C:39]=1[F:45])[CH2:33][CH2:32][CH2:31]2. The yield is 0.750.